Dataset: Reaction yield outcomes from USPTO patents with 853,638 reactions. Task: Predict the reaction yield, written as a fraction of the theoretical maximum amount of product (1.0 means a 100% yield; for example, 0.34 means a 34% yield). (1) The reactants are [C:1](#[N:3])[CH3:2].C(NC(C)C)(C)C.[Li].F[B-](F)(F)F.[CH+:17]1[CH:23]=[CH:22][CH:21]=[CH:20][CH:19]=[CH:18]1. The catalyst is O1CCCC1. The product is [CH:22]1([CH2:2][C:1]#[N:3])[CH:21]=[CH:20][CH:19]=[CH:18][CH:17]=[CH:23]1. The yield is 0.250. (2) The reactants are FC(F)(F)C(O)=O.[NH2:8][C:9]1[N:35]=[C:34]([NH2:36])[CH:33]=[CH:32][C:10]=1[C:11]([NH:13][CH2:14][C:15]1[O:16][C:17]2[CH:23]=[C:22]([O:24]CC3C=CC=CC=3)[CH:21]=[CH:20][C:18]=2[CH:19]=1)=[O:12].C1(SC)C=CC=CC=1.C(=O)(O)[O-].[Na+]. The catalyst is O. The product is [NH2:8][C:9]1[N:35]=[C:34]([NH2:36])[CH:33]=[CH:32][C:10]=1[C:11]([NH:13][CH2:14][C:15]1[O:16][C:17]2[CH:23]=[C:22]([OH:24])[CH:21]=[CH:20][C:18]=2[CH:19]=1)=[O:12]. The yield is 0.550. (3) The reactants are Br[C:2]1[CH:3]=[C:4]([NH:10][C:11]2[CH:15]=[C:14]([CH2:16][N:17]([CH3:22])[CH:18]3[CH2:21][O:20][CH2:19]3)[N:13]([CH3:23])[N:12]=2)[C:5](=[O:9])[N:6]([CH3:8])[CH:7]=1.[C:24]([O:27][CH2:28][C:29]1[C:34](B2OC(C)(C)C(C)(C)O2)=[CH:33][C:32]([F:44])=[CH:31][C:30]=1[N:45]1[CH2:56][CH2:55][C:54]2[C:53]3[CH2:52][C:51]([CH3:58])([CH3:57])[CH2:50][C:49]=3[S:48][C:47]=2[C:46]1=[O:59])(=[O:26])[CH3:25].CC([O-])=O.[Na+]. The catalyst is CC#N.C1C=CC(P(C2C=CC=CC=2)[C-]2C=CC=C2)=CC=1.C1C=CC(P(C2C=CC=CC=2)[C-]2C=CC=C2)=CC=1.Cl[Pd]Cl.[Fe+2]. The product is [C:24]([O:27][CH2:28][C:29]1[C:34]([C:2]2[CH:3]=[C:4]([NH:10][C:11]3[CH:15]=[C:14]([CH2:16][N:17]([CH3:22])[CH:18]4[CH2:21][O:20][CH2:19]4)[N:13]([CH3:23])[N:12]=3)[C:5](=[O:9])[N:6]([CH3:8])[CH:7]=2)=[CH:33][C:32]([F:44])=[CH:31][C:30]=1[N:45]1[CH2:56][CH2:55][C:54]2[C:53]3[CH2:52][C:51]([CH3:58])([CH3:57])[CH2:50][C:49]=3[S:48][C:47]=2[C:46]1=[O:59])(=[O:26])[CH3:25]. The yield is 0.560. (4) The product is [CH3:26][N:24]([CH3:25])[CH2:23][CH2:22][O:21][C:18]1[CH:19]=[CH:20][C:15]([CH2:14][CH2:13][CH2:12][CH2:11][NH2:10])=[CH:16][CH:17]=1. The catalyst is [Pd].CO. The yield is 0.770. The reactants are C(OC(=O)[NH:10][CH2:11][CH2:12][CH2:13][CH2:14][C:15]1[CH:20]=[CH:19][C:18]([O:21][CH2:22][CH2:23][N:24]([CH3:26])[CH3:25])=[CH:17][CH:16]=1)C1C=CC=CC=1. (5) The reactants are [C:1]([O:9][CH2:10][C:11]1[S:12][CH:13]=[C:14]([CH2:16]Cl)[N:15]=1)(=[O:8])[C:2]1[CH:7]=[CH:6][CH:5]=[CH:4][CH:3]=1.[P:18]([O:25]CC)([O:22][CH2:23][CH3:24])[O:19][CH2:20][CH3:21]. The catalyst is C(OCC)(=O)C. The product is [C:1]([O:9][CH2:10][C:11]1[S:12][CH:13]=[C:14]([CH2:16][P:18]([O:22][CH2:23][CH3:24])([O:19][CH2:20][CH3:21])=[O:25])[N:15]=1)(=[O:8])[C:2]1[CH:7]=[CH:6][CH:5]=[CH:4][CH:3]=1. The yield is 0.910. (6) The reactants are C(N(CC)CC)C.[CH:8]([C:10]1[C:18]2[C:13](=[CH:14][CH:15]=[CH:16][CH:17]=2)[N:12](C(OC(C)(C)C)=O)[CH:11]=1)=[O:9].[CH:26](=[N:33][C:34]1[CH:38]=[C:37]([CH3:39])[O:36][N:35]=1)[C:27]1[CH:32]=[CH:31][CH:30]=[CH:29][CH:28]=1. The catalyst is [Cl-].C([N+]1C(C)=C(CCO)SC=1)C1C=CC=CC=1.C(O)C. The product is [NH:12]1[C:13]2[C:18](=[CH:17][CH:16]=[CH:15][CH:14]=2)[C:10]([C:8](=[O:9])[CH:26]([NH:33][C:34]2[CH:38]=[C:37]([CH3:39])[O:36][N:35]=2)[C:27]2[CH:28]=[CH:29][CH:30]=[CH:31][CH:32]=2)=[CH:11]1. The yield is 0.160. (7) The reactants are [F:1][C:2]1([F:8])[CH2:4][CH:3]1[C:5](O)=[O:6].O1CCCC1.C(Cl)(=O)C(Cl)=O.Cl.[NH2:21][C:22]1[N:23]=[C:24]2[CH:29]=[CH:28][C:27]([O:30][C:31]3[CH:32]=[CH:33][C:34]([CH3:47])=[C:35]([NH:37][C:38]([C:40]4[N:44]([CH3:45])[N:43]=[C:42]([CH3:46])[CH:41]=4)=[O:39])[CH:36]=3)=[N:26][N:25]2[CH:48]=1. The catalyst is CN(C)C=O.CN(C)C(=O)C. The product is [F:1][C:2]1([F:8])[CH2:4][CH:3]1[C:5]([NH:21][C:22]1[N:23]=[C:24]2[CH:29]=[CH:28][C:27]([O:30][C:31]3[CH:32]=[CH:33][C:34]([CH3:47])=[C:35]([NH:37][C:38]([C:40]4[N:44]([CH3:45])[N:43]=[C:42]([CH3:46])[CH:41]=4)=[O:39])[CH:36]=3)=[N:26][N:25]2[CH:48]=1)=[O:6]. The yield is 0.730. (8) The product is [CH3:1][O:2][C:3]1[CH:8]=[C:7]([O:9][CH2:10][O:11][CH3:12])[CH:6]=[CH:5][C:4]=1[C:13]1[C:22]([CH2:23][N:24]([C:25]2[CH:30]=[CH:29][CH:28]=[CH:27][C:26]=2[O:31][CH3:32])[C:57]([O:56][CH2:55][CH:53]2[C:52]3[CH:51]=[CH:50][CH:49]=[CH:48][C:47]=3[C:46]3[C:54]2=[CH:42][CH:43]=[CH:44][CH:45]=3)=[O:58])=[C:21]2[C:16]([NH:17][C:18]([CH3:36])([CH3:35])[C:19](=[O:34])[N:20]2[CH3:33])=[CH:15][CH:14]=1. The reactants are [CH3:1][O:2][C:3]1[CH:8]=[C:7]([O:9][CH2:10][O:11][CH3:12])[CH:6]=[CH:5][C:4]=1[C:13]1[C:22]([CH2:23][NH:24][C:25]2[CH:30]=[CH:29][CH:28]=[CH:27][C:26]=2[O:31][CH3:32])=[C:21]2[C:16]([NH:17][C:18]([CH3:36])([CH3:35])[C:19](=[O:34])[N:20]2[CH3:33])=[CH:15][CH:14]=1.C(=O)([O-])O.[Na+].[CH:42]1[C:54]2[CH:53]([CH2:55][O:56][C:57](Cl)=[O:58])[C:52]3[C:47](=[CH:48][CH:49]=[CH:50][CH:51]=3)[C:46]=2[CH:45]=[CH:44][CH:43]=1. The catalyst is O1CCOCC1.O.C(OCC)(=O)C. The yield is 0.990.